Task: Predict the reactants needed to synthesize the given product.. Dataset: Full USPTO retrosynthesis dataset with 1.9M reactions from patents (1976-2016) (1) Given the product [ClH:1].[C:2]([C:5]1[CH:6]=[C:7]([C:11]2[N:12]=[CH:13][N:14]([C:16]([N:18]([CH:19]3[CH2:24][CH2:23][N:22]([CH2:40][C:39]4[CH:42]=[CH:43][CH:44]=[C:37]([O:36][CH3:35])[CH:38]=4)[CH2:21][CH2:20]3)[CH3:25])=[O:17])[CH:15]=2)[CH:8]=[CH:9][CH:10]=1)(=[O:4])[NH2:3], predict the reactants needed to synthesize it. The reactants are: [ClH:1].[C:2]([C:5]1[CH:6]=[C:7]([C:11]2[N:12]=[CH:13][N:14]([C:16]([N:18]([CH3:25])[CH:19]3[CH2:24][CH2:23][NH:22][CH2:21][CH2:20]3)=[O:17])[CH:15]=2)[CH:8]=[CH:9][CH:10]=1)(=[O:4])[NH2:3].C(N(CC)C(C)C)(C)C.[CH3:35][O:36][C:37]1[CH:38]=[C:39]([CH:42]=[CH:43][CH:44]=1)[CH:40]=O.C(O[BH-](OC(=O)C)OC(=O)C)(=O)C.[Na+].C(O)(=O)C.Cl.C(OCC)C. (2) Given the product [Br:45][C:46]1[CH:47]=[C:48]([S:52]([NH:7][C:3]2[CH:4]=[CH:5][C:6]([O:63][CH3:56])=[C:1]([O:44][CH3:35])[CH:2]=2)(=[O:54])=[O:53])[CH:49]=[CH:50][CH:51]=1, predict the reactants needed to synthesize it. The reactants are: [C:1]1(C2C=CC=CC=2)[CH:6]=[CH:5][CH:4]=[C:3]([NH:7]C(=O)CCCCCNC(=O)CCBr)[CH:2]=1.C([C@@H]1NC2C(=CC=CC=2)N[C:35]1=[O:44])C1C=CC=CC=1.[Br:45][C:46]1[CH:47]=[C:48]([S:52](Cl)(=[O:54])=[O:53])[CH:49]=[CH:50][CH:51]=1.[CH2:56]([O:63]CC(Cl)=O)C1C=CC=CC=1.